This data is from NCI-60 drug combinations with 297,098 pairs across 59 cell lines. The task is: Regression. Given two drug SMILES strings and cell line genomic features, predict the synergy score measuring deviation from expected non-interaction effect. (1) Drug 1: C1=CC(=CC=C1CCCC(=O)O)N(CCCl)CCCl. Drug 2: C1=NC2=C(N=C(N=C2N1C3C(C(C(O3)CO)O)O)F)N. Cell line: COLO 205. Synergy scores: CSS=34.8, Synergy_ZIP=-16.0, Synergy_Bliss=-19.0, Synergy_Loewe=-15.1, Synergy_HSA=-14.9. (2) Drug 1: C1=CC(=CC=C1CC(C(=O)O)N)N(CCCl)CCCl.Cl. Drug 2: CC(C)(C#N)C1=CC(=CC(=C1)CN2C=NC=N2)C(C)(C)C#N. Cell line: RXF 393. Synergy scores: CSS=6.75, Synergy_ZIP=-3.90, Synergy_Bliss=-4.66, Synergy_Loewe=-5.12, Synergy_HSA=-4.75. (3) Drug 1: C1=CC(=C2C(=C1NCCNCCO)C(=O)C3=C(C=CC(=C3C2=O)O)O)NCCNCCO. Drug 2: C1CN(CCN1C(=O)CCBr)C(=O)CCBr. Cell line: SR. Synergy scores: CSS=86.4, Synergy_ZIP=1.86, Synergy_Bliss=1.97, Synergy_Loewe=0.0163, Synergy_HSA=4.58. (4) Drug 1: CC1C(C(CC(O1)OC2CC(CC3=C2C(=C4C(=C3O)C(=O)C5=C(C4=O)C(=CC=C5)OC)O)(C(=O)C)O)N)O.Cl. Drug 2: CC1=C(N=C(N=C1N)C(CC(=O)N)NCC(C(=O)N)N)C(=O)NC(C(C2=CN=CN2)OC3C(C(C(C(O3)CO)O)O)OC4C(C(C(C(O4)CO)O)OC(=O)N)O)C(=O)NC(C)C(C(C)C(=O)NC(C(C)O)C(=O)NCCC5=NC(=CS5)C6=NC(=CS6)C(=O)NCCC[S+](C)C)O. Cell line: HL-60(TB). Synergy scores: CSS=63.0, Synergy_ZIP=4.43, Synergy_Bliss=4.93, Synergy_Loewe=-4.81, Synergy_HSA=3.14. (5) Drug 1: CC(C)(C#N)C1=CC(=CC(=C1)CN2C=NC=N2)C(C)(C)C#N. Drug 2: C(CCl)NC(=O)N(CCCl)N=O. Cell line: HS 578T. Synergy scores: CSS=16.1, Synergy_ZIP=-5.18, Synergy_Bliss=-4.86, Synergy_Loewe=-4.54, Synergy_HSA=-4.65. (6) Drug 1: C1=NNC2=C1C(=O)NC=N2. Drug 2: CC1C(C(CC(O1)OC2CC(CC3=C2C(=C4C(=C3O)C(=O)C5=CC=CC=C5C4=O)O)(C(=O)C)O)N)O. Cell line: UACC-257. Synergy scores: CSS=46.4, Synergy_ZIP=-1.68, Synergy_Bliss=-0.495, Synergy_Loewe=-41.4, Synergy_HSA=1.23. (7) Drug 2: C1=NNC2=C1C(=O)NC=N2. Cell line: SNB-19. Drug 1: CN(C)C1=NC(=NC(=N1)N(C)C)N(C)C. Synergy scores: CSS=-0.308, Synergy_ZIP=-0.513, Synergy_Bliss=-2.41, Synergy_Loewe=-4.52, Synergy_HSA=-4.03. (8) Drug 1: CC1C(C(CC(O1)OC2CC(CC3=C2C(=C4C(=C3O)C(=O)C5=C(C4=O)C(=CC=C5)OC)O)(C(=O)CO)O)N)O.Cl. Drug 2: C1=CC(=CC=C1CCC2=CNC3=C2C(=O)NC(=N3)N)C(=O)NC(CCC(=O)O)C(=O)O. Cell line: M14. Synergy scores: CSS=28.6, Synergy_ZIP=2.08, Synergy_Bliss=3.36, Synergy_Loewe=-3.46, Synergy_HSA=4.65.